Dataset: Peptide-MHC class I binding affinity with 185,985 pairs from IEDB/IMGT. Task: Regression. Given a peptide amino acid sequence and an MHC pseudo amino acid sequence, predict their binding affinity value. This is MHC class I binding data. The peptide sequence is NTIEELSGY. The MHC is HLA-A80:01 with pseudo-sequence HLA-A80:01. The binding affinity (normalized) is 0.489.